Dataset: Peptide-MHC class I binding affinity with 185,985 pairs from IEDB/IMGT. Task: Regression. Given a peptide amino acid sequence and an MHC pseudo amino acid sequence, predict their binding affinity value. This is MHC class I binding data. (1) The peptide sequence is AEQASQDVKNW. The MHC is HLA-B27:05 with pseudo-sequence HLA-B27:05. The binding affinity (normalized) is 0.440. (2) The peptide sequence is KFFEPKSQF. The MHC is H-2-Db with pseudo-sequence H-2-Db. The binding affinity (normalized) is 0. (3) The peptide sequence is ISDPLTSGL. The MHC is HLA-B39:01 with pseudo-sequence HLA-B39:01. The binding affinity (normalized) is 0.0847. (4) The peptide sequence is DLEKYNLAF. The MHC is HLA-A23:01 with pseudo-sequence HLA-A23:01. The binding affinity (normalized) is 0.0847. (5) The peptide sequence is IVMRYVLDH. The MHC is HLA-B15:01 with pseudo-sequence HLA-B15:01. The binding affinity (normalized) is 0.213.